This data is from Reaction yield outcomes from USPTO patents with 853,638 reactions. The task is: Predict the reaction yield, written as a fraction of the theoretical maximum amount of product (1.0 means a 100% yield; for example, 0.34 means a 34% yield). (1) The reactants are [Na].C([O:4][C:5](=O)[CH:6]([C:12]1[CH:17]=[CH:16][CH:15]=[CH:14][C:13]=1[F:18])[C:7](OCC)=[O:8])C.[NH2:20][C:21]([NH2:23])=[S:22].O. The catalyst is C(O)C. The product is [F:18][C:13]1[CH:14]=[CH:15][CH:16]=[CH:17][C:12]=1[CH:6]1[C:5](=[O:4])[NH:23][C:21](=[S:22])[NH:20][C:7]1=[O:8]. The yield is 0.460. (2) The reactants are [CH3:1][N:2]1[C@@H:11]([C@H:12]2[O:21][C:19](=[O:20])[C:18]3[C:17]([O:22][CH3:23])=[C:16]([O:24][CH3:25])[CH:15]=[CH:14][C:13]2=3)[C:10]2[C:9]([O:26][CH3:27])=[C:8]3[O:28][CH2:29][O:30][C:7]3=[CH:6][C:5]=2[CH2:4][CH2:3]1.N1C=CC=CC=1.[I:37]Cl.N. The catalyst is C(#N)C. The product is [I:37][C:6]1[C:5]2[CH2:4][CH2:3][N:2]([CH3:1])[C@@H:11]([C@@H:12]3[C:13]4[C:18](=[C:17]([O:22][CH3:23])[C:16]([O:24][CH3:25])=[CH:15][CH:14]=4)[C:19](=[O:20])[O:21]3)[C:10]=2[C:9]([O:26][CH3:27])=[C:8]2[O:28][CH2:29][O:30][C:7]=12. The yield is 0.760. (3) The reactants are [C:1]1([C:7]2[NH:8][C:9](=O)[S:10][CH:11]=2)[CH:6]=[CH:5][CH:4]=[CH:3][CH:2]=1.O=P(Cl)(Cl)[Cl:15]. No catalyst specified. The product is [Cl:15][C:9]1[S:10][CH:11]=[C:7]([C:1]2[CH:6]=[CH:5][CH:4]=[CH:3][CH:2]=2)[N:8]=1. The yield is 0.570. (4) The reactants are Br[C:2]1[CH:11]=[CH:10][C:9]2[C:4](=[CH:5][C:6]([Br:12])=[CH:7][CH:8]=2)[CH:3]=1.N#N.[N:15]1C=CC=C[CH:16]=1.Cl. The catalyst is CN1CCCC1=O.[Cl-].[Na+].O.O. The product is [Br:12][C:6]1[CH:5]=[C:4]2[C:9]([CH:10]=[CH:11][C:2]([C:16]#[N:15])=[CH:3]2)=[CH:8][CH:7]=1. The yield is 0.390. (5) The reactants are [CH3:1][C:2]([O:5][C:6]([N:8]([CH2:10][C:11]([OH:13])=O)[CH3:9])=[O:7])([CH3:4])[CH3:3].C(N(C(C)C)CC)(C)C.[NH2:23][C:24]1[N:25]([CH2:49][C:50]2[CH:55]=[CH:54][CH:53]=[CH:52][CH:51]=2)[N:26]=[C:27]2[C:32]=1[CH:31]=[CH:30][C:29]([C:33]1[CH:34]=[C:35]([CH:43]3[CH2:48][CH2:47][NH:46][CH2:45][CH2:44]3)[N:36]3[C:41]=1[C:40]([NH2:42])=[N:39][CH:38]=[N:37]3)=[CH:28]2.CCOC(C)=O. The catalyst is C1COCC1.ClCCCl. The product is [C:2]([O:5][C:6](=[O:7])[N:8]([CH2:10][C:11]([N:46]1[CH2:47][CH2:48][CH:43]([C:35]2[N:36]3[C:41]([C:40]([NH2:42])=[N:39][CH:38]=[N:37]3)=[C:33]([C:29]3[CH:30]=[CH:31][C:32]4[C:27]([CH:28]=3)=[N:26][N:25]([CH2:49][C:50]3[CH:55]=[CH:54][CH:53]=[CH:52][CH:51]=3)[C:24]=4[NH2:23])[CH:34]=2)[CH2:44][CH2:45]1)=[O:13])[CH3:9])([CH3:1])([CH3:3])[CH3:4]. The yield is 0.372. (6) The catalyst is O1CCCC1.C(OCC)(=O)C. The product is [F:42][C:43]1[CH:44]=[C:45]([C:49]2([C:59]3[CH:64]=[CH:63][CH:62]=[C:61]([F:65])[CH:60]=3)[CH:53]3[CH2:54][N:55]([C:30]([NH:1][CH2:2][CH2:3][N:4]([CH:17]4[CH2:19][CH2:18]4)[S:5]([C:8]4[CH:13]=[CH:12][CH:11]=[CH:10][C:9]=4[N+:14]([O-:16])=[O:15])(=[O:7])=[O:6])=[O:31])[CH2:56][CH2:57][N:52]3[C:51](=[O:58])[O:50]2)[CH:46]=[CH:47][CH:48]=1. The yield is 0.250. The reactants are [NH2:1][CH2:2][CH2:3][N:4]([CH:17]1[CH2:19][CH2:18]1)[S:5]([C:8]1[CH:13]=[CH:12][CH:11]=[CH:10][C:9]=1[N+:14]([O-:16])=[O:15])(=[O:7])=[O:6].C(N(C(C)C)CC)(C)C.Cl[C:30](OC1C=CC([N+]([O-])=O)=CC=1)=[O:31].[F:42][C:43]1[CH:44]=[C:45]([C:49]2([C:59]3[CH:64]=[CH:63][CH:62]=[C:61]([F:65])[CH:60]=3)[CH:53]3[CH2:54][NH:55][CH2:56][CH2:57][N:52]3[C:51](=[O:58])[O:50]2)[CH:46]=[CH:47][CH:48]=1. (7) The reactants are [Si:1]([O:8][CH2:9][C:10]1[O:14][CH:13]=[C:12]([C:15]#[N:16])[CH:11]=1)([C:4]([CH3:7])([CH3:6])[CH3:5])([CH3:3])[CH3:2].[NH2:17][OH:18].O. The catalyst is C(O)C.CCOCC. The product is [Si:1]([O:8][CH2:9][C:10]1[O:14][CH:13]=[C:12]([C:15](=[N:17][OH:18])[NH2:16])[CH:11]=1)([C:4]([CH3:7])([CH3:6])[CH3:5])([CH3:3])[CH3:2]. The yield is 0.970. (8) The reactants are [K+].[N:2]1([CH2:8][C:9]([O-:11])=O)[CH2:7][CH2:6][O:5][CH2:4][CH2:3]1.FC(F)(F)C(O)=O.[C:19]1([C:25]2[CH:30]=[C:29]([CH:31]3[CH2:36][CH2:35][NH:34][CH2:33][CH2:32]3)[CH:28]=[CH:27][C:26]=2[NH:37][C:38]([C:40]2[NH:41][CH:42]=[C:43]([C:45]#[N:46])[N:44]=2)=[O:39])[CH2:24][CH2:23][CH2:22][CH2:21][CH:20]=1.C1CN([P+](Br)(N2CCCC2)N2CCCC2)CC1.F[P-](F)(F)(F)(F)F.CCN(C(C)C)C(C)C. The catalyst is C(Cl)Cl. The product is [C:19]1([C:25]2[CH:30]=[C:29]([CH:31]3[CH2:32][CH2:33][N:34]([C:9](=[O:11])[CH2:8][N:2]4[CH2:3][CH2:4][O:5][CH2:6][CH2:7]4)[CH2:35][CH2:36]3)[CH:28]=[CH:27][C:26]=2[NH:37][C:38]([C:40]2[NH:41][CH:42]=[C:43]([C:45]#[N:46])[N:44]=2)=[O:39])[CH2:24][CH2:23][CH2:22][CH2:21][CH:20]=1. The yield is 0.120. (9) The reactants are Cl[C:2]1[N:3]=[CH:4][C:5]2[N:6]([CH3:21])[C:7](=[O:20])[C:8]([F:19])([F:18])[CH2:9][N:10]([CH:13]3[CH2:17][CH2:16][CH2:15][CH2:14]3)[C:11]=2[N:12]=1.[NH2:22][C:23]1[CH:31]=[CH:30][C:26]([C:27]([OH:29])=[O:28])=[CH:25][C:24]=1[O:32][CH3:33]. The catalyst is Cl.CC(O)C. The product is [CH:13]1([N:10]2[CH2:9][C:8]([F:19])([F:18])[C:7](=[O:20])[N:6]([CH3:21])[C:5]3[CH:4]=[N:3][C:2]([NH:22][C:23]4[CH:31]=[CH:30][C:26]([C:27]([OH:29])=[O:28])=[CH:25][C:24]=4[O:32][CH3:33])=[N:12][C:11]2=3)[CH2:17][CH2:16][CH2:15][CH2:14]1. The yield is 0.700.